This data is from Full USPTO retrosynthesis dataset with 1.9M reactions from patents (1976-2016). The task is: Predict the reactants needed to synthesize the given product. (1) Given the product [O:1]1[C:6]2[CH:7]=[CH:8][CH:9]=[C:10]([CH:11]=[O:12])[C:5]=2[O:4][CH2:3][CH2:2]1, predict the reactants needed to synthesize it. The reactants are: [O:1]1[C:6]2[CH:7]=[CH:8][CH:9]=[C:10]([CH2:11][OH:12])[C:5]=2[O:4][CH2:3][CH2:2]1. (2) Given the product [F:15][C:13]1[CH:14]=[C:9]([CH2:8][CH2:7][C:6]([OH:18])=[O:5])[CH:10]=[C:11]([F:17])[C:12]=1[CH3:16], predict the reactants needed to synthesize it. The reactants are: C([O:5][C:6](=[O:18])[CH2:7][CH2:8][C:9]1[CH:14]=[C:13]([F:15])[C:12]([CH3:16])=[C:11]([F:17])[CH:10]=1)CCC.[OH-].[Na+].